From a dataset of NCI-60 drug combinations with 297,098 pairs across 59 cell lines. Regression. Given two drug SMILES strings and cell line genomic features, predict the synergy score measuring deviation from expected non-interaction effect. (1) Drug 1: C1=CC(=CC=C1CCC2=CNC3=C2C(=O)NC(=N3)N)C(=O)NC(CCC(=O)O)C(=O)O. Drug 2: C(CC(=O)O)C(=O)CN.Cl. Cell line: MDA-MB-435. Synergy scores: CSS=0.942, Synergy_ZIP=-3.11, Synergy_Bliss=-8.47, Synergy_Loewe=-82.7, Synergy_HSA=-8.87. (2) Synergy scores: CSS=52.2, Synergy_ZIP=-1.80, Synergy_Bliss=-3.75, Synergy_Loewe=-5.24, Synergy_HSA=-1.06. Cell line: NCIH23. Drug 1: C1=C(C(=O)NC(=O)N1)F. Drug 2: B(C(CC(C)C)NC(=O)C(CC1=CC=CC=C1)NC(=O)C2=NC=CN=C2)(O)O. (3) Cell line: 786-0. Drug 2: CN1C2=C(C=C(C=C2)N(CCCl)CCCl)N=C1CCCC(=O)O.Cl. Drug 1: CC1C(C(CC(O1)OC2CC(OC(C2O)C)OC3=CC4=CC5=C(C(=O)C(C(C5)C(C(=O)C(C(C)O)O)OC)OC6CC(C(C(O6)C)O)OC7CC(C(C(O7)C)O)OC8CC(C(C(O8)C)O)(C)O)C(=C4C(=C3C)O)O)O)O. Synergy scores: CSS=27.5, Synergy_ZIP=1.66, Synergy_Bliss=3.75, Synergy_Loewe=-38.0, Synergy_HSA=1.94. (4) Drug 1: CC1C(C(CC(O1)OC2CC(OC(C2O)C)OC3=CC4=CC5=C(C(=O)C(C(C5)C(C(=O)C(C(C)O)O)OC)OC6CC(C(C(O6)C)O)OC7CC(C(C(O7)C)O)OC8CC(C(C(O8)C)O)(C)O)C(=C4C(=C3C)O)O)O)O. Drug 2: COC1=C2C(=CC3=C1OC=C3)C=CC(=O)O2. Cell line: NCI-H460. Synergy scores: CSS=33.4, Synergy_ZIP=1.12, Synergy_Bliss=1.56, Synergy_Loewe=-42.5, Synergy_HSA=-0.577. (5) Drug 1: C(=O)(N)NO. Drug 2: C1=CC=C(C(=C1)C(C2=CC=C(C=C2)Cl)C(Cl)Cl)Cl. Cell line: MCF7. Synergy scores: CSS=-8.33, Synergy_ZIP=5.41, Synergy_Bliss=6.15, Synergy_Loewe=-5.52, Synergy_HSA=-4.01. (6) Drug 1: C1=C(C(=O)NC(=O)N1)F. Drug 2: CCCCCOC(=O)NC1=NC(=O)N(C=C1F)C2C(C(C(O2)C)O)O. Cell line: DU-145. Synergy scores: CSS=35.4, Synergy_ZIP=-1.87, Synergy_Bliss=-3.73, Synergy_Loewe=-16.8, Synergy_HSA=-2.64. (7) Drug 1: CC(CN1CC(=O)NC(=O)C1)N2CC(=O)NC(=O)C2. Drug 2: C1=NC2=C(N=C(N=C2N1C3C(C(C(O3)CO)O)F)Cl)N. Cell line: UO-31. Synergy scores: CSS=33.9, Synergy_ZIP=-10.9, Synergy_Bliss=-2.99, Synergy_Loewe=-1.02, Synergy_HSA=-0.203. (8) Drug 1: C1CC(C1)(C(=O)O)C(=O)O.[NH2-].[NH2-].[Pt+2]. Drug 2: CS(=O)(=O)CCNCC1=CC=C(O1)C2=CC3=C(C=C2)N=CN=C3NC4=CC(=C(C=C4)OCC5=CC(=CC=C5)F)Cl. Cell line: UACC62. Synergy scores: CSS=30.6, Synergy_ZIP=1.30, Synergy_Bliss=6.65, Synergy_Loewe=-1.63, Synergy_HSA=6.69.